Dataset: HIV replication inhibition screening data with 41,000+ compounds from the AIDS Antiviral Screen. Task: Binary Classification. Given a drug SMILES string, predict its activity (active/inactive) in a high-throughput screening assay against a specified biological target. (1) The drug is O=c1c2cccnc2sn1-c1ccc(Br)cc1. The result is 0 (inactive). (2) The drug is CC(NC(=O)OC(C)(C)C)C(=O)C(N)=O. The result is 0 (inactive). (3) The result is 0 (inactive). The molecule is CC1=CCOC(=O)CCC(C)=CCC1. (4) The compound is CCP1(=S)Nc2ccccc2N1C. The result is 0 (inactive). (5) The compound is CCOP(=O)(Nc1ccc(N(C)C)cc1)OCC. The result is 0 (inactive).